From a dataset of Catalyst prediction with 721,799 reactions and 888 catalyst types from USPTO. Predict which catalyst facilitates the given reaction. (1) Reactant: [C:1]([O:10]C)(=O)[C:2]1[C:3](=[CH:5][CH:6]=[CH:7][CH:8]=1)[SH:4].[CH3:12][O:13][C:14]1[CH:19]=[CH:18][N:17]=[C:16]([C:20]#[N:21])[CH:15]=1.C(N(CC)CC)C. Product: [CH3:12][O:13][C:14]1[CH:19]=[CH:18][N:17]=[C:16]([C:20]2[S:4][C:3]3[CH:5]=[CH:6][CH:7]=[CH:8][C:2]=3[C:1](=[O:10])[N:21]=2)[CH:15]=1. The catalyst class is: 11. (2) Reactant: [Cl:1][C:2]1[S:6][C:5]([C:7]([NH:9][CH2:10][C:11]2[N:12]=[CH:13][N:14]([C:16]3[CH:21]=[CH:20][C:19]([N:22]4[CH:27]=[CH:26][CH:25]=[CH:24][C:23]4=[O:28])=[CH:18][C:17]=3[S:29][CH3:30])[CH:15]=2)=[O:8])=[CH:4][CH:3]=1.C1C=C(Cl)C=C(C(OO)=[O:39])C=1. Product: [Cl:1][C:2]1[S:6][C:5]([C:7]([NH:9][CH2:10][C:11]2[N:12]=[CH:13][N:14]([C:16]3[CH:21]=[CH:20][C:19]([N:22]4[CH:27]=[CH:26][CH:25]=[CH:24][C:23]4=[O:28])=[CH:18][C:17]=3[S:29]([CH3:30])=[O:39])[CH:15]=2)=[O:8])=[CH:4][CH:3]=1. The catalyst class is: 21.